Dataset: Reaction yield outcomes from USPTO patents with 853,638 reactions. Task: Predict the reaction yield, written as a fraction of the theoretical maximum amount of product (1.0 means a 100% yield; for example, 0.34 means a 34% yield). (1) The reactants are [Cl:1][C:2]1[CH:7]=[CH:6][C:5]([NH2:8])=[CH:4][CH:3]=1.[Br:9][C:10]1[CH:11]=[C:12]([CH:15]=[CH:16][CH:17]=1)[CH:13]=O.[CH2:18]=[C:19]([CH3:21])[CH3:20].FC(F)(F)S([O-])(=O)=O.[Yb+3].FC(F)(F)S([O-])(=O)=O.FC(F)(F)S([O-])(=O)=O. The catalyst is C(#N)C.C(OCC)(=O)C. The product is [Br:9][C:10]1[CH:11]=[C:12]([CH:13]2[CH2:18][C:19]([CH3:21])([CH3:20])[C:6]3[C:5](=[CH:4][CH:3]=[C:2]([Cl:1])[CH:7]=3)[NH:8]2)[CH:15]=[CH:16][CH:17]=1. The yield is 0.400. (2) The reactants are [NH2:1][C:2]1[CH:7]=[CH:6][C:5]([CH2:8][CH2:9][CH2:10][C:11]([OH:13])=[O:12])=[CH:4][CH:3]=1.Cl[C:15]([O:17][CH2:18][CH:19]1[C:31]2[CH:30]=[CH:29][CH:28]=[CH:27][C:26]=2[C:25]2[C:20]1=[CH:21][CH:22]=[CH:23][CH:24]=2)=[O:16]. The catalyst is C(=O)(O)[O-].[Na+].O1CCCC1. The product is [C:15]([CH:10]([CH2:9][CH2:8][C:5]1[CH:4]=[CH:3][C:2]([NH2:1])=[CH:7][CH:6]=1)[C:11]([OH:13])=[O:12])([O:17][CH2:18][CH:19]1[C:31]2[C:26](=[CH:27][CH:28]=[CH:29][CH:30]=2)[C:25]2[C:20]1=[CH:21][CH:22]=[CH:23][CH:24]=2)=[O:16]. The yield is 0.520.